Dataset: Full USPTO retrosynthesis dataset with 1.9M reactions from patents (1976-2016). Task: Predict the reactants needed to synthesize the given product. (1) Given the product [Si:1]([O:8][CH2:9][C:10]1[N:15]=[CH:14][C:13]2[N:16]=[CH:17][N:18]([C:19]3[S:23][C:22]([C:24]([NH2:38])=[O:26])=[C:21]([O:28][CH:29]([C:31]4[CH:36]=[CH:35][CH:34]=[CH:33][C:32]=4[F:37])[CH3:30])[CH:20]=3)[C:12]=2[CH:11]=1)([C:4]([CH3:7])([CH3:5])[CH3:6])([CH3:3])[CH3:2], predict the reactants needed to synthesize it. The reactants are: [Si:1]([O:8][CH2:9][C:10]1[N:15]=[CH:14][C:13]2[N:16]=[CH:17][N:18]([C:19]3[S:23][C:22]([C:24]([O:26]C)=O)=[C:21]([O:28][CH:29]([C:31]4[CH:36]=[CH:35][CH:34]=[CH:33][C:32]=4[F:37])[CH3:30])[CH:20]=3)[C:12]=2[CH:11]=1)([C:4]([CH3:7])([CH3:6])[CH3:5])([CH3:3])[CH3:2].[NH3:38]. (2) Given the product [NH2:1][C@@H:2]([CH2:11][CH3:12])[C@H:3]([OH:10])[C:4]([NH:24][CH2:23][C:13]1[C:22]2[C:17](=[CH:18][CH:19]=[CH:20][CH:21]=2)[CH:16]=[CH:15][CH:14]=1)=[O:5], predict the reactants needed to synthesize it. The reactants are: [NH2:1][C@@H:2]([CH2:11][CH3:12])[C@H:3]([OH:10])[C:4](NC1CC1)=[O:5].[C:13]1([CH2:23][NH2:24])[C:22]2[C:17](=[CH:18][CH:19]=[CH:20][CH:21]=2)[CH:16]=[CH:15][CH:14]=1.